This data is from Forward reaction prediction with 1.9M reactions from USPTO patents (1976-2016). The task is: Predict the product of the given reaction. Given the reactants [Cl:1][C:2]1[S:6][C:5]([C:7]([NH:9][C:10]2[C:11]([C:15]([OH:17])=O)=[CH:12][S:13][CH:14]=2)=[O:8])=[CH:4][CH:3]=1.[Si:18]([O:25][CH2:26][CH2:27][NH:28][C:29]1[CH:34]=[CH:33][C:32]([NH2:35])=[CH:31][CH:30]=1)([C:21]([CH3:24])([CH3:23])[CH3:22])([CH3:20])[CH3:19].CN(C(ON1N=NC2C=CC=CC1=2)=[N+](C)C)C.[B-](F)(F)(F)F.C(N(CC)C(C)C)(C)C, predict the reaction product. The product is: [Si:18]([O:25][CH2:26][CH2:27][NH:28][C:29]1[CH:30]=[CH:31][C:32]([NH:35][C:15]([C:11]2[C:10]([NH:9][C:7]([C:5]3[S:6][C:2]([Cl:1])=[CH:3][CH:4]=3)=[O:8])=[CH:14][S:13][CH:12]=2)=[O:17])=[CH:33][CH:34]=1)([C:21]([CH3:24])([CH3:23])[CH3:22])([CH3:20])[CH3:19].